This data is from Forward reaction prediction with 1.9M reactions from USPTO patents (1976-2016). The task is: Predict the product of the given reaction. (1) Given the reactants [S:1]([C:10]1[CH:16]=[CH:15][C:13]([CH3:14])=[CH:12][CH:11]=1)([O:4][CH2:5][CH:6]([OH:9])[CH2:7][OH:8])(=[O:3])=[O:2].[CH3:17][O:18][C:19]1[CH:40]=[CH:39][C:22]([C:23](Cl)([C:32]2[CH:37]=[CH:36][CH:35]=[CH:34][CH:33]=2)[C:24]2[CH:29]=[CH:28][C:27]([O:30][CH3:31])=[CH:26][CH:25]=2)=[CH:21][CH:20]=1.C([O-])(O)=O.[Na+], predict the reaction product. The product is: [S:1]([O:4][CH2:5][CH:6]([CH2:7][O:8][C:23]([C:32]1[CH:37]=[CH:36][CH:35]=[CH:34][CH:33]=1)([C:24]1[CH:29]=[CH:28][C:27]([O:30][CH3:31])=[CH:26][CH:25]=1)[C:22]1[CH:21]=[CH:20][C:19]([O:18][CH3:17])=[CH:40][CH:39]=1)[OH:9])([C:10]1[CH:11]=[CH:12][C:13]([CH3:14])=[CH:15][CH:16]=1)(=[O:2])=[O:3]. (2) Given the reactants [OH:1][C:2]1[CH:3]=[C:4]2[C:9](=[C:10]([O:12][CH3:13])[CH:11]=1)[O:8][CH:7]([C:14]([F:17])([F:16])[F:15])[C:6]([C:18]([O:20][CH2:21][CH3:22])=[O:19])=[CH:5]2.[C:23]([O-])([O-])=O.[K+].[K+].IC, predict the reaction product. The product is: [CH3:23][O:1][C:2]1[CH:3]=[C:4]2[C:9](=[C:10]([O:12][CH3:13])[CH:11]=1)[O:8][CH:7]([C:14]([F:17])([F:15])[F:16])[C:6]([C:18]([O:20][CH2:21][CH3:22])=[O:19])=[CH:5]2. (3) Given the reactants [F:1][C:2]1[CH:3]=[C:4]([CH:7]=[CH:8][C:9]=1F)[CH:5]=[O:6].[F:11][C:12]1[CH:13]=[C:14]([OH:22])[CH:15]=[C:16]([C:18]([F:21])([F:20])[F:19])[CH:17]=1, predict the reaction product. The product is: [F:1][C:2]1[CH:3]=[C:4]([CH:7]=[CH:8][C:9]=1[O:22][C:14]1[CH:15]=[C:16]([C:18]([F:19])([F:20])[F:21])[CH:17]=[C:12]([F:11])[CH:13]=1)[CH:5]=[O:6]. (4) Given the reactants [F:1][C:2]1[CH:3]=[CH:4][CH:5]=[C:6]2[C:11]=1[N:10]=[C:9]([C:12]1[CH:17]=[CH:16][CH:15]=[CH:14][CH:13]=1)[C:8]([CH2:18][CH:19]1[CH2:24][CH2:23][CH2:22][N:21](C(OC(C)(C)C)=O)[CH2:20]1)=[C:7]2[C:32]([NH:34][C@H:35]([C:38]1[CH:43]=[CH:42][CH:41]=[CH:40][CH:39]=1)[CH2:36][CH3:37])=[O:33], predict the reaction product. The product is: [F:1][C:2]1[CH:3]=[CH:4][CH:5]=[C:6]2[C:11]=1[N:10]=[C:9]([C:12]1[CH:13]=[CH:14][CH:15]=[CH:16][CH:17]=1)[C:8]([CH2:18][CH:19]1[CH2:24][CH2:23][CH2:22][NH:21][CH2:20]1)=[C:7]2[C:32]([NH:34][C@H:35]([C:38]1[CH:39]=[CH:40][CH:41]=[CH:42][CH:43]=1)[CH2:36][CH3:37])=[O:33]. (5) Given the reactants [Cl:1][C:2]1[C:3]([I:15])=[CH:4][C:5]2[O:10][CH:9]([C:11]([OH:13])=O)[CH2:8][NH:7][C:6]=2[CH:14]=1.[F:16][C:17]1[CH:31]=[CH:30][C:20]([CH2:21][C:22]2([C:28]#[N:29])[CH2:27][CH2:26][NH:25][CH2:24][CH2:23]2)=[CH:19][CH:18]=1.CCN=C=NCCCN(C)C.C1C=CC2N(O)N=NC=2C=1.CCN(C(C)C)C(C)C, predict the reaction product. The product is: [Cl:1][C:2]1[C:3]([I:15])=[CH:4][C:5]2[O:10][CH:9]([C:11]([N:25]3[CH2:26][CH2:27][C:22]([CH2:21][C:20]4[CH:19]=[CH:18][C:17]([F:16])=[CH:31][CH:30]=4)([C:28]#[N:29])[CH2:23][CH2:24]3)=[O:13])[CH2:8][NH:7][C:6]=2[CH:14]=1. (6) Given the reactants FC1C=CC(S(C)(=O)=O)=CC=1N.[Cl:13][C:14]1[CH:19]=[CH:18][C:17]([S:20]([C:23]([F:26])([F:25])[F:24])(=[O:22])=[O:21])=[CH:16][C:15]=1[N+:27]([O-])=O, predict the reaction product. The product is: [Cl:13][C:14]1[CH:19]=[CH:18][C:17]([S:20]([C:23]([F:25])([F:24])[F:26])(=[O:22])=[O:21])=[CH:16][C:15]=1[NH2:27]. (7) The product is: [CH:1]1([O:6][C:7](=[O:31])[C@@H:8]([N:15]([C:16]([O:18][C:19]([CH3:22])([CH3:21])[CH3:20])=[O:17])[CH2:23][C:24]2[CH:29]=[CH:28][CH:27]=[C:26]([NH:30][CH2:52][C:49]3[CH:50]=[CH:51][C:45]4[CH:44]=[C:43]([C:41](=[O:42])[NH:40][O:39][CH:37]([O:36][CH2:32][CH:33]([CH3:34])[CH3:35])[CH3:38])[S:47][C:46]=4[CH:48]=3)[CH:25]=2)[C:9]2[CH:14]=[CH:13][CH:12]=[CH:11][CH:10]=2)[CH2:5][CH2:4][CH2:3][CH2:2]1. Given the reactants [CH:1]1([O:6][C:7](=[O:31])[C@@H:8]([N:15]([CH2:23][C:24]2[CH:29]=[CH:28][CH:27]=[C:26]([NH2:30])[CH:25]=2)[C:16]([O:18][C:19]([CH3:22])([CH3:21])[CH3:20])=[O:17])[C:9]2[CH:14]=[CH:13][CH:12]=[CH:11][CH:10]=2)[CH2:5][CH2:4][CH2:3][CH2:2]1.[CH2:32]([O:36][CH:37]([O:39][NH:40][C:41]([C:43]1[S:47][C:46]2[CH:48]=[C:49]([CH:52]=O)[CH:50]=[CH:51][C:45]=2[CH:44]=1)=[O:42])[CH3:38])[CH:33]([CH3:35])[CH3:34].C(O[BH-](OC(=O)C)OC(=O)C)(=O)C.[Na+].C(Cl)Cl, predict the reaction product. (8) Given the reactants BrC1C(C)=CC(C)=CC=1C.C([Li])CCC.CCCCCC.[CH2:22]([C:24]1([C:30]2[CH:35]=[CH:34][N:33]=[C:32]([O:36][CH3:37])[CH:31]=2)[O:29][CH2:28][CH2:27][CH2:26][O:25]1)[CH3:23].CN([CH:41]=[O:42])C, predict the reaction product. The product is: [CH2:22]([C:24]1([C:30]2[CH:35]=[CH:34][N:33]=[C:32]([O:36][CH3:37])[C:31]=2[CH:41]=[O:42])[O:29][CH2:28][CH2:27][CH2:26][O:25]1)[CH3:23]. (9) Given the reactants Cl[C:2]1[C:11]2[C:6](=[CH:7][CH:8]=[CH:9][CH:10]=2)[N:5]=[C:4]2[N:12]([C:16]3[CH:21]=[CH:20][CH:19]=[CH:18][N:17]=3)[N:13]=[C:14]([CH3:15])[C:3]=12, predict the reaction product. The product is: [CH3:15][C:14]1[C:3]2[C:4](=[N:5][C:6]3[C:11]([CH:2]=2)=[CH:10][CH:9]=[CH:8][CH:7]=3)[N:12]([C:16]2[CH:21]=[CH:20][CH:19]=[CH:18][N:17]=2)[N:13]=1.